Regression. Given a peptide amino acid sequence and an MHC pseudo amino acid sequence, predict their binding affinity value. This is MHC class II binding data. From a dataset of Peptide-MHC class II binding affinity with 134,281 pairs from IEDB. (1) The binding affinity (normalized) is 0.231. The peptide sequence is SHELMTMTRPILRLL. The MHC is H-2-IAb with pseudo-sequence H-2-IAb. (2) The peptide sequence is HYPLHLRYYRITYGE. The MHC is HLA-DQA10101-DQB10501 with pseudo-sequence HLA-DQA10101-DQB10501. The binding affinity (normalized) is 0.675. (3) The binding affinity (normalized) is 0.515. The peptide sequence is RFFLPIFSEFVLLAT. The MHC is DRB4_0101 with pseudo-sequence DRB4_0103. (4) The peptide sequence is GEIGAIALDFKPGTS. The MHC is DRB1_0701 with pseudo-sequence DRB1_0701. The binding affinity (normalized) is 0.285. (5) The peptide sequence is NHLINTPKIMPHHII. The MHC is DRB1_1302 with pseudo-sequence DRB1_1302. The binding affinity (normalized) is 0.680. (6) The peptide sequence is TEEQKLIEKINAGFK. The MHC is HLA-DQA10301-DQB10302 with pseudo-sequence HLA-DQA10301-DQB10302. The binding affinity (normalized) is 0.114. (7) The peptide sequence is ALKESWGAIWRI. The MHC is DRB1_1101 with pseudo-sequence DRB1_1101. The binding affinity (normalized) is 0.553. (8) The peptide sequence is YDKFLANVSTVLTAK. The MHC is DRB1_1602 with pseudo-sequence DRB1_1602. The binding affinity (normalized) is 0.837. (9) The peptide sequence is MGDVAWDFSSAGGFF. The MHC is DRB1_1501 with pseudo-sequence DRB1_1501. The binding affinity (normalized) is 0.101.